Task: Predict the reactants needed to synthesize the given product.. Dataset: Full USPTO retrosynthesis dataset with 1.9M reactions from patents (1976-2016) (1) The reactants are: [Cl:1][C:2]1[CH:7]=[CH:6][N:5]=[C:4]2[CH:8]=[CH:9][S:10][C:3]=12.C1C[O:14][CH2:13]C1.CN(C=O)C. Given the product [Cl:1][C:2]1[CH:7]=[CH:6][N:5]=[C:4]2[CH:8]=[C:9]([CH:13]=[O:14])[S:10][C:3]=12, predict the reactants needed to synthesize it. (2) Given the product [NH2:15][CH2:16][CH2:17][CH2:18][C:19]1[CH:24]=[CH:23][C:22]([N:25]2[S:26](=[O:32])(=[O:31])[NH:27][C:28](=[O:30])[CH2:29]2)=[C:21]([OH:33])[CH:20]=1, predict the reactants needed to synthesize it. The reactants are: Cl.O1CCOCC1.[K].C(OC(=O)[NH:15][CH2:16][CH2:17][CH2:18][C:19]1[CH:24]=[CH:23][C:22]([N:25]2[CH2:29][C:28](=[O:30])[NH:27][S:26]2(=[O:32])=[O:31])=[C:21]([OH:33])[CH:20]=1)(C)(C)C. (3) Given the product [OH:5][C:6]1[CH:13]=[CH:12][C:9]([CH:10]=[CH2:11])=[CH:8][CH:7]=1.[C:14]([O:18][CH:19]1[CH2:24][CH2:23][CH2:22][CH2:21][CH2:20]1)(=[O:17])[CH:15]=[CH2:16], predict the reactants needed to synthesize it. The reactants are: C([O:5][C:6]1[CH:13]=[CH:12][C:9]([CH:10]=[CH2:11])=[CH:8][CH:7]=1)(C)(C)C.[C:14]([O:18][CH:19]1[CH2:24][CH2:23][CH2:22][CH2:21][CH2:20]1)(=[O:17])[CH:15]=[CH2:16].Cl. (4) Given the product [Cl:24][C:5]1[CH:6]=[CH:7][C:8]([C:10]2[C:11]([C:18]3[CH:23]=[CH:22][N:21]=[CH:20][CH:19]=3)=[N:12][N:13]([CH2:15][CH2:16][OH:17])[CH:14]=2)=[CH:9][C:4]=1[C:3]([OH:25])=[O:2], predict the reactants needed to synthesize it. The reactants are: C[O:2][C:3](=[O:25])[C:4]1[CH:9]=[C:8]([C:10]2[C:11]([C:18]3[CH:23]=[CH:22][N:21]=[CH:20][CH:19]=3)=[N:12][N:13]([CH2:15][CH2:16][OH:17])[CH:14]=2)[CH:7]=[CH:6][C:5]=1[Cl:24].[OH-].[K+].Cl.C(#N)C. (5) Given the product [F:13][C:14]1[CH:15]=[C:16]([CH:19]=[CH:20][CH:21]=1)[CH2:17][N:18]=[C:5]=[O:11], predict the reactants needed to synthesize it. The reactants are: ClC(Cl)(O[C:5](=[O:11])OC(Cl)(Cl)Cl)Cl.[F:13][C:14]1[CH:15]=[C:16]([CH:19]=[CH:20][CH:21]=1)[CH2:17][NH2:18].CCN(C(C)C)C(C)C. (6) Given the product [NH2:44][C@H:45]([C:55]1[C:60]([C:61]2[CH:62]=[CH:63][C:64]([Cl:72])=[C:65]3[C:69]=2[N:68]([CH3:70])[N:67]=[C:66]3[OH:71])=[CH:59][CH:58]=[C:57]([C:73]#[C:74][C:75]2([OH:81])[CH2:76][CH2:77][O:78][CH2:79][CH2:80]2)[N:56]=1)[CH2:46][C:47]1[CH:52]=[C:51]([F:53])[CH:50]=[C:49]([F:54])[CH:48]=1, predict the reactants needed to synthesize it. The reactants are: N[C@H](C1C(C2C=CC3N(C(=O)NN=3)C=2C)=CC=C(C#CC2(O)CCOCC2)N=1)CC1C=C(F)C=C(F)C=1.C(OC(=O)[NH:44][C@H:45]([C:55]1[C:60]([C:61]2[CH:62]=[CH:63][C:64]([Cl:72])=[C:65]3[C:69]=2[N:68]([CH3:70])[N:67]=[C:66]3[OH:71])=[CH:59][CH:58]=[C:57]([C:73]#[C:74][C:75]2([OH:81])[CH2:80][CH2:79][O:78][CH2:77][CH2:76]2)[N:56]=1)[CH2:46][C:47]1[CH:52]=[C:51]([F:53])[CH:50]=[C:49]([F:54])[CH:48]=1)(C)(C)C.